Dataset: Catalyst prediction with 721,799 reactions and 888 catalyst types from USPTO. Task: Predict which catalyst facilitates the given reaction. (1) Reactant: [F:1][C:2]1[CH:7]=[CH:6][C:5]([C:8]2[N:13]=[C:12](O)[C:11]([C:15]#[N:16])=[CH:10][C:9]=2[C:17]2[CH:22]=[CH:21][N:20]=[C:19]([S:23][CH3:24])[N:18]=2)=[CH:4][CH:3]=1.O=P(Cl)(Cl)[Cl:27]. Product: [Cl:27][C:12]1[C:11]([C:15]#[N:16])=[CH:10][C:9]([C:17]2[CH:22]=[CH:21][N:20]=[C:19]([S:23][CH3:24])[N:18]=2)=[C:8]([C:5]2[CH:6]=[CH:7][C:2]([F:1])=[CH:3][CH:4]=2)[N:13]=1. The catalyst class is: 3. (2) Reactant: FC1C=C([C:12]2[N:17]=[C:16]3[N:18]([CH2:21][C:22]4[CH:23]=[C:24]5[C:29](=[CH:30][CH:31]=4)[N:28]=[CH:27][CH:26]=[CH:25]5)[N:19]=[N:20][C:15]3=[CH:14][CH:13]=2)C=CC=1C(NC)=O.[NH:32]1[CH:36]=[CH:35][N:34]=[CH:33]1.[F-].[Cs+]. Product: [N:32]1([C:12]2[N:17]=[C:16]3[N:18]([CH2:21][C:22]4[CH:23]=[C:24]5[C:29](=[CH:30][CH:31]=4)[N:28]=[CH:27][CH:26]=[CH:25]5)[N:19]=[N:20][C:15]3=[CH:14][CH:13]=2)[CH:36]=[CH:35][N:34]=[CH:33]1. The catalyst class is: 3. (3) Product: [Cl:1][C:2]1[C:3]([F:31])=[C:4]([CH:28]=[CH:29][CH:30]=1)[C:5]([N:7]1[CH2:12][CH2:11][N:10]([CH2:13][C:14]2[N:21]=[C:20]([NH:22][C:23]3[S:24][CH:25]=[CH:26][N:27]=3)[CH:19]=[C:16]([C:17]3[NH:40][N:39]=[CH:37][N:18]=3)[CH:15]=2)[CH2:9][CH2:8]1)=[O:6]. Reactant: [Cl:1][C:2]1[C:3]([F:31])=[C:4]([CH:28]=[CH:29][CH:30]=1)[C:5]([N:7]1[CH2:12][CH2:11][N:10]([CH2:13][C:14]2[CH:15]=[C:16]([CH:19]=[C:20]([NH:22][C:23]3[S:24][CH:25]=[CH:26][N:27]=3)[N:21]=2)[C:17]#[N:18])[CH2:9][CH2:8]1)=[O:6].C[O-].[Na+].CO.[CH:37]([NH:39][NH2:40])=O. The catalyst class is: 5. (4) Reactant: [F:1][C:2]([F:22])([F:21])[S:3][C:4]1[CH:5]=[C:6]([CH:18]=[CH:19][CH:20]=1)[CH2:7][O:8][CH2:9][C:10]1[O:14][N:13]=[C:12]([C:15]([OH:17])=O)[CH:11]=1.C(N(CC)CC)C.Cl.C(N=C=NCCCN(C)C)C.ON1C2C=CC=CC=2N=N1.[O:52]1[CH2:56][CH2:55][CH:54]([CH2:57][NH2:58])[CH2:53]1. Product: [O:52]1[CH2:56][CH2:55][CH:54]([CH2:57][NH:58][C:15]([C:12]2[CH:11]=[C:10]([CH2:9][O:8][CH2:7][C:6]3[CH:18]=[CH:19][CH:20]=[C:4]([S:3][C:2]([F:1])([F:22])[F:21])[CH:5]=3)[O:14][N:13]=2)=[O:17])[CH2:53]1. The catalyst class is: 408. (5) Reactant: [CH:1]([O:4][C:5]([C@H:7]1[CH2:12][CH2:11][C@@H:10]([C:13]2[CH:18]=[CH:17][C:16]([N+:19]([O-])=O)=[CH:15][CH:14]=2)[CH2:9][CH2:8]1)=[O:6])([CH3:3])[CH3:2]. Product: [CH:1]([O:4][C:5]([C@H:7]1[CH2:8][CH2:9][C@@H:10]([C:13]2[CH:14]=[CH:15][C:16]([NH2:19])=[CH:17][CH:18]=2)[CH2:11][CH2:12]1)=[O:6])([CH3:3])[CH3:2]. The catalyst class is: 63.